From a dataset of Reaction yield outcomes from USPTO patents with 853,638 reactions. Predict the reaction yield, written as a fraction of the theoretical maximum amount of product (1.0 means a 100% yield; for example, 0.34 means a 34% yield). (1) The reactants are [F:1][CH2:2][C:3]1([S:6]([NH:9][C:10]([C@@:12]23[CH2:27][C@H:26]2[CH:25]=[CH:24][CH2:23][CH2:22][CH:21]([CH3:28])[CH2:20][C@@H:19]([CH3:29])[C@H:18]([NH:30][C:31](=[O:37])[O:32][C:33]([CH3:36])([CH3:35])[CH3:34])[C:17](=[O:38])[N:16]2[CH2:39][C@H:40]([OH:42])[CH2:41][C@H:15]2[C:14](=[O:43])[NH:13]3)=[O:11])(=[O:8])=[O:7])[CH2:5][CH2:4]1.Cl[C:45]1[C:54]2[C:49](=[CH:50][C:51]([O:55][CH3:56])=[CH:52][CH:53]=2)[N:48]=[C:47]([C:57]2[CH:62]=[CH:61][C:60]([O:63][CH:64]([CH3:66])[CH3:65])=[CH:59][CH:58]=2)[CH:46]=1.CC([O-])(C)C.[K+]. The catalyst is CS(C)=O. The product is [F:1][CH2:2][C:3]1([S:6]([NH:9][C:10]([C@@:12]23[CH2:27][C@H:26]2[CH:25]=[CH:24][CH2:23][CH2:22][CH:21]([CH3:28])[CH2:20][C@@H:19]([CH3:29])[C@H:18]([NH:30][C:31](=[O:37])[O:32][C:33]([CH3:36])([CH3:34])[CH3:35])[C:17](=[O:38])[N:16]2[CH2:39][C@H:40]([O:42][C:45]4[C:54]5[C:49](=[CH:50][C:51]([O:55][CH3:56])=[CH:52][CH:53]=5)[N:48]=[C:47]([C:57]5[CH:62]=[CH:61][C:60]([O:63][CH:64]([CH3:66])[CH3:65])=[CH:59][CH:58]=5)[CH:46]=4)[CH2:41][C@H:15]2[C:14](=[O:43])[NH:13]3)=[O:11])(=[O:7])=[O:8])[CH2:5][CH2:4]1. The yield is 0.600. (2) The reactants are [Cl:1][C:2]1[CH:7]=[CH:6][C:5]([C:8]2[N:9]=[C:10]([C:13]3[CH:18]=[CH:17][CH:16]=[CH:15][CH:14]=3)[O:11][CH:12]=2)=[CH:4][CH:3]=1.P(Cl)(Cl)(Cl)=O.CN(C)[CH:26]=[O:27]. The catalyst is O. The product is [Cl:1][C:2]1[CH:3]=[CH:4][C:5]([C:8]2[N:9]=[C:10]([C:13]3[CH:18]=[CH:17][CH:16]=[CH:15][CH:14]=3)[O:11][C:12]=2[CH:26]=[O:27])=[CH:6][CH:7]=1. The yield is 0.490. (3) The reactants are [Cl:1][C:2]1[CH:3]=[CH:4][C:5](F)=[C:6]([CH:9]=1)[C:7]#[N:8].[CH3:11][CH:12]1[CH2:17][CH:16]([CH3:18])[CH2:15][NH:14][CH2:13]1.C(=O)([O-])[O-].[Cs+].[Cs+].O. The catalyst is CN(C=O)C.C(OC(=O)C)C. The product is [Cl:1][C:2]1[CH:3]=[CH:4][C:5]([N:14]2[CH2:15][CH:16]([CH3:18])[CH2:17][CH:12]([CH3:11])[CH2:13]2)=[C:6]([CH:9]=1)[C:7]#[N:8]. The yield is 0.960. (4) The reactants are [CH2:1]([O:8][C:9]1[CH:14]=[N:13][NH:12][C:11](=[O:15])[CH:10]=1)[C:2]1[CH:7]=[CH:6][CH:5]=[CH:4][CH:3]=1.Br[C:17]1[CH:18]=[CH:19][C:20]2[C:21]3[CH2:30][N:29]([C:31]([O:33][C:34]([CH3:37])([CH3:36])[CH3:35])=[O:32])[CH2:28][CH2:27][C:22]=3[N:23]([CH3:26])[C:24]=2[CH:25]=1. No catalyst specified. The product is [CH2:1]([O:8][C:9]1[CH:14]=[N:13][N:12]([C:17]2[CH:18]=[CH:19][C:20]3[C:21]4[CH2:30][N:29]([C:31]([O:33][C:34]([CH3:37])([CH3:36])[CH3:35])=[O:32])[CH2:28][CH2:27][C:22]=4[N:23]([CH3:26])[C:24]=3[CH:25]=2)[C:11](=[O:15])[CH:10]=1)[C:2]1[CH:7]=[CH:6][CH:5]=[CH:4][CH:3]=1. The yield is 0.430. (5) The reactants are [N:1]1[CH:6]=[CH:5][CH:4]=[CH:3][C:2]=1[C:7]([C:10]1[CH:15]=[CH:14][CH:13]=[CH:12][N:11]=1)=[N:8]O.C([O-])(=O)C.[NH4+].[OH-].[Na+]. The catalyst is C(O)C.[Zn]. The product is [N:1]1[CH:6]=[CH:5][CH:4]=[CH:3][C:2]=1[CH:7]([C:10]1[CH:15]=[CH:14][CH:13]=[CH:12][N:11]=1)[NH2:8]. The yield is 0.610. (6) The reactants are [N:1]#[C:2][C@@H:3]([C:5]([O:7][CH2:8][CH3:9])=[O:6])[NH2:4].[C:10](Cl)([C:12]1[CH:17]=[CH:16][CH:15]=[CH:14][CH:13]=1)=[O:11].CCN(CC)CC. The catalyst is C(Cl)Cl.CCOC(C)=O. The product is [C:10]([NH:4][C@H:3]([C:5]([O:7][CH2:8][CH3:9])=[O:6])[C:2]#[N:1])(=[O:11])[C:12]1[CH:17]=[CH:16][CH:15]=[CH:14][CH:13]=1. The yield is 0.550. (7) The reactants are [NH:1]([C:3]1[N:4]=[N:5][CH:6]=[C:7]([C:9]2[C:14]([CH3:15])=[CH:13][CH:12]=[CH:11][N:10]=2)[CH:8]=1)[NH2:2].CC1C=CC(C)=CC=1.CN(C)C(=O)C.[F:30][C:31]([F:42])([F:41])[C:32]1[CH:37]=[CH:36][C:35]([N:38]=[C:39]=S)=[CH:34][CH:33]=1.C1(N=C=NC2CCCCC2)CCCCC1. The catalyst is O.C(Cl)(Cl)Cl. The product is [F:30][C:31]([F:41])([F:42])[C:32]1[CH:33]=[CH:34][C:35]([NH:38][C:39]2[N:4]3[N:5]=[CH:6][C:7]([C:9]4[C:14]([CH3:15])=[CH:13][CH:12]=[CH:11][N:10]=4)=[CH:8][C:3]3=[N:1][N:2]=2)=[CH:36][CH:37]=1. The yield is 0.160. (8) The reactants are [CH3:1][O:2][C:3](=[O:21])[C@@H:4]([NH:13][C:14]([O:16][C:17]([CH3:20])([CH3:19])[CH3:18])=[O:15])[CH2:5][C:6]1[CH:11]=[CH:10][C:9]([NH2:12])=[CH:8][CH:7]=1.[Cl:22][C:23]1[CH:31]=[CH:30][CH:29]=[C:28]([Cl:32])[C:24]=1[C:25](Cl)=[O:26].CCN(C(C)C)C(C)C. The catalyst is ClCCl. The product is [CH3:1][O:2][C:3](=[O:21])[C@@H:4]([NH:13][C:14]([O:16][C:17]([CH3:18])([CH3:20])[CH3:19])=[O:15])[CH2:5][C:6]1[CH:11]=[CH:10][C:9]([NH:12][C:25](=[O:26])[C:24]2[C:23]([Cl:22])=[CH:31][CH:30]=[CH:29][C:28]=2[Cl:32])=[CH:8][CH:7]=1. The yield is 0.884. (9) The reactants are C[O:2][C:3](=O)[C:4]1[CH:9]=[CH:8][C:7]([CH2:10][N:11]([CH2:22][C:23]2[NH:27][C:26]3[CH:28]=[CH:29][CH:30]=[CH:31][C:25]=3[N:24]=2)[CH:12]2[C:21]3[N:20]=[CH:19][CH:18]=[CH:17][C:16]=3[CH2:15][CH2:14][CH2:13]2)=[CH:6][CH:5]=1.O.[NH2:34][NH2:35].C(=O)(O)[O-].[Na+]. The product is [NH:24]1[C:25]2[CH:31]=[CH:30][CH:29]=[CH:28][C:26]=2[N:27]=[C:23]1[CH2:22][N:11]([CH2:10][C:7]1[CH:6]=[CH:5][C:4]([C:3]([NH:34][NH2:35])=[O:2])=[CH:9][CH:8]=1)[CH:12]1[C:21]2[N:20]=[CH:19][CH:18]=[CH:17][C:16]=2[CH2:15][CH2:14][CH2:13]1. The yield is 0.610. The catalyst is C(O)C.